Dataset: Forward reaction prediction with 1.9M reactions from USPTO patents (1976-2016). Task: Predict the product of the given reaction. (1) Given the reactants [C:1]([C:5]1[C:6]([OH:15])=[C:7]([C:11]([CH3:14])=[CH:12][CH:13]=1)[C:8]([OH:10])=[O:9])([CH3:4])([CH3:3])[CH3:2].N1C=CC=CC=1.[CH3:22][O:23][C:24]1[CH:29]=[CH:28][C:27]([S:30]Cl)=[CH:26][CH:25]=1, predict the reaction product. The product is: [C:1]([C:5]1[C:6]([OH:15])=[C:7]([C:11]([CH3:14])=[C:12]([S:30][C:27]2[CH:28]=[CH:29][C:24]([O:23][CH3:22])=[CH:25][CH:26]=2)[CH:13]=1)[C:8]([OH:10])=[O:9])([CH3:4])([CH3:3])[CH3:2]. (2) Given the reactants B(O)(O)[C:2]1[CH:3]=[CH:4][C:5]([O:8][CH3:9])=[CH:6][CH:7]=1.[CH3:12][O:13][C:14](=[O:34])[CH2:15][CH:16]([C:25]1[CH:33]=[C:32]2[C:28]([CH:29]=[CH:30][NH:31]2)=[CH:27][CH:26]=1)C1C=CC=C(OC)C=1, predict the reaction product. The product is: [CH3:12][O:13][C:14](=[O:34])[CH2:15][CH:16]([C:25]1[CH:33]=[C:32]2[C:28]([CH:29]=[CH:30][NH:31]2)=[CH:27][CH:26]=1)[C:2]1[CH:3]=[CH:4][C:5]([O:8][CH3:9])=[CH:6][CH:7]=1. (3) The product is: [CH:26]1([CH:30]([N:2]2[CH:3]=[C:4]([C:6]3[C:7]4[CH:14]=[CH:13][NH:12][C:8]=4[N:9]=[CH:10][N:11]=3)[CH:5]=[N:1]2)[CH2:31][C:32]#[N:33])[CH2:29][CH2:28][CH2:27]1. Given the reactants [NH:1]1[CH:5]=[C:4]([C:6]2[C:7]3[CH:14]=[CH:13][N:12](COCC[Si](C)(C)C)[C:8]=3[N:9]=[CH:10][N:11]=2)[CH:3]=[N:2]1.C(#N)C.[CH:26]1([CH:30]=[CH:31][C:32]#[N:33])[CH2:29][CH2:28][CH2:27]1.N12CCCN=C1CCCCC2, predict the reaction product. (4) Given the reactants [CH2:1]([O:3][C:4](=[O:16])[CH:5]([C:7]1[CH:12]=[CH:11][C:10]([O:13][CH3:14])=[C:9](Br)[CH:8]=1)[CH3:6])[CH3:2].[B:17]1([B:17]2[O:21][C:20]([CH3:23])([CH3:22])[C:19]([CH3:25])([CH3:24])[O:18]2)[O:21][C:20]([CH3:23])([CH3:22])[C:19]([CH3:25])([CH3:24])[O:18]1, predict the reaction product. The product is: [CH2:1]([O:3][C:4](=[O:16])[CH:5]([C:7]1[CH:12]=[CH:11][C:10]([O:13][CH3:14])=[C:9]([B:17]2[O:21][C:20]([CH3:23])([CH3:22])[C:19]([CH3:25])([CH3:24])[O:18]2)[CH:8]=1)[CH3:6])[CH3:2]. (5) Given the reactants [CH2:1]([C:4]1[S:5][C:6]([NH2:9])=[CH:7][N:8]=1)[CH2:2][CH3:3].[CH3:10][C:11]1([CH3:19])[O:18][C:16](=[O:17])[CH2:15][C:13](=[O:14])[O:12]1.[CH2:20](OC(OCC)OCC)C, predict the reaction product. The product is: [CH3:10][C:11]1([CH3:19])[O:18][C:16](=[O:17])[C:15](=[CH:20][NH:9][C:6]2[S:5][C:4]([CH2:1][CH2:2][CH3:3])=[N:8][CH:7]=2)[C:13](=[O:14])[O:12]1. (6) Given the reactants C[C@@H](NC(=O)[O-])C(NC1C=CC(OC2C=C(OC)C=CC=2C)=CC=1)=O.CC([N:30]([C@H:34]([CH3:54])[C:35]([NH:37][C:38]1[CH:39]=[N:40][C:41]([O:44][C:45]2[CH:50]=[C:49]([O:51][CH3:52])[CH:48]=[CH:47][C:46]=2[CH3:53])=[CH:42][CH:43]=1)=[O:36])C(=O)[O-])(C)C, predict the reaction product. The product is: [CH3:53][C:46]1[CH:47]=[CH:48][C:49]([O:51][CH3:52])=[CH:50][C:45]=1[O:44][C:41]1[N:40]=[CH:39][C:38]([NH:37][C:35](=[O:36])[C@@H:34]([CH3:54])[NH2:30])=[CH:43][CH:42]=1. (7) The product is: [F:15][C:16]1[CH:17]=[C:18]([N:31]2[CH2:35][C@H:34]([CH2:36][OH:37])[O:33][C:32]2=[O:38])[CH:19]=[CH:20][C:21]=1[C:2]1[CH:7]=[N:6][C:5]([NH:8][C:9]2[N:10]=[N:11][N:12]([CH3:14])[N:13]=2)=[CH:4][CH:3]=1. Given the reactants Br[C:2]1[CH:3]=[CH:4][C:5]([NH:8][C:9]2[N:10]=[N:11][N:12]([CH3:14])[N:13]=2)=[N:6][CH:7]=1.[F:15][C:16]1[CH:17]=[C:18]([N:31]2[CH2:35][C@H:34]([CH2:36][OH:37])[O:33][C:32]2=[O:38])[CH:19]=[CH:20][C:21]=1B1OC(C)(C)C(C)(C)O1.C(=O)([O-])[O-].[Cs+].[Cs+], predict the reaction product.